Task: Predict which catalyst facilitates the given reaction.. Dataset: Catalyst prediction with 721,799 reactions and 888 catalyst types from USPTO (1) Reactant: [OH:1][CH:2]1[CH2:7][CH2:6][C:5](=[O:8])[CH2:4][CH2:3]1.C([O-])([O-])=O.[Cs+].[Cs+].Cl[C:16]1[C:25]2[C:20](=[N:21][CH:22]=[CH:23][N:24]=2)[CH:19]=[C:18]([Cl:26])[N:17]=1. Product: [Cl:26][C:18]1[N:17]=[C:16]([O:8][CH:5]2[CH2:6][CH2:7][C:2](=[O:1])[CH2:3][CH2:4]2)[C:25]2[C:20](=[N:21][CH:22]=[CH:23][N:24]=2)[CH:19]=1. The catalyst class is: 12. (2) Reactant: [F:1][C:2]1[CH:7]=[CH:6][CH:5]=[C:4]([N+:8]([O-:10])=[O:9])[C:3]=1[CH3:11].[Br:12]N1C(=O)CCC1=O.C(OOC(=O)C1C=CC=CC=1)(=O)C1C=CC=CC=1. Product: [Br:12][CH2:11][C:3]1[C:4]([N+:8]([O-:10])=[O:9])=[CH:5][CH:6]=[CH:7][C:2]=1[F:1]. The catalyst class is: 53. (3) Reactant: [CH3:1][C:2]1[N:7]=[C:6]([NH2:8])[CH:5]=[CH:4][C:3]=1[N+:9]([O-])=O. Product: [CH3:1][C:2]1[N:7]=[C:6]([NH2:8])[CH:5]=[CH:4][C:3]=1[NH2:9]. The catalyst class is: 403. (4) Reactant: [CH2:1]([C:8]1[O:12][C:11]([C:13]2[CH:18]=[C:17]([F:19])[CH:16]=[CH:15][C:14]=2[F:20])=[N:10][C:9]=1[CH:21]([NH:26][CH2:27][C@H:28]1[C@@H:32]([F:33])[CH2:31][N:30]([C:34]([O:36][CH2:37][C:38]2[CH:43]=[CH:42][CH:41]=[CH:40][CH:39]=2)=[O:35])[CH2:29]1)[C:22]([CH3:25])([CH3:24])[CH3:23])[C:2]1[CH:7]=[CH:6][CH:5]=[CH:4][CH:3]=1.C(N(CC)C(C)C)(C)C.[C:53]([O:56][C@@H:57]([CH3:61])[C:58](Cl)=[O:59])(=[O:55])[CH3:54]. Product: [C:53]([O:56][C@@H:57]([CH3:61])[C:58]([N:26]([CH2:27][C@H:28]1[C@@H:32]([F:33])[CH2:31][N:30]([C:34]([O:36][CH2:37][C:38]2[CH:39]=[CH:40][CH:41]=[CH:42][CH:43]=2)=[O:35])[CH2:29]1)[C@@H:21]([C:9]1[N:10]=[C:11]([C:13]2[CH:18]=[C:17]([F:19])[CH:16]=[CH:15][C:14]=2[F:20])[O:12][C:8]=1[CH2:1][C:2]1[CH:7]=[CH:6][CH:5]=[CH:4][CH:3]=1)[C:22]([CH3:25])([CH3:24])[CH3:23])=[O:59])(=[O:55])[CH3:54]. The catalyst class is: 4. (5) Reactant: [O:1]=[C:2]1[CH2:5][CH:4]([C:6]([O:8][CH2:9][C:10]2[CH:15]=[CH:14][CH:13]=[CH:12][CH:11]=2)=[O:7])[CH2:3]1.[CH3:16][Mg]Br.[NH4+].[Cl-]. Product: [OH:1][C:2]1([CH3:16])[CH2:5][CH:4]([C:6]([O:8][CH2:9][C:10]2[CH:11]=[CH:12][CH:13]=[CH:14][CH:15]=2)=[O:7])[CH2:3]1. The catalyst class is: 1. (6) Reactant: [Cl:1][C:2]1[CH:7]=[C:6]([Cl:8])[CH:5]=[CH:4][C:3]=1[C:9]1[CH:14]=[C:13](F)[CH:12]=[CH:11][C:10]=1[N+:16]([O-:18])=[O:17].[NH2:19][C:20]1[N:25]=[C:24]([NH:26][CH2:27][CH2:28][NH:29][CH3:30])[CH:23]=[CH:22][C:21]=1[N+:31]([O-:33])=[O:32].C(N(CC)C(C)C)(C)C. Product: [Cl:1][C:2]1[CH:7]=[C:6]([Cl:8])[CH:5]=[CH:4][C:3]=1[C:9]1[C:10]([N+:16]([O-:18])=[O:17])=[CH:11][CH:12]=[C:13]([N:29]([CH3:30])[CH2:28][CH2:27][NH:26][C:24]2[N:25]=[C:20]([NH2:19])[C:21]([N+:31]([O-:33])=[O:32])=[CH:22][CH:23]=2)[CH:14]=1. The catalyst class is: 10. (7) Reactant: [Br:1][C:2]1[C:3](=[O:19])[NH:4][C:5]([CH3:18])=[CH:6][C:7]=1[O:8][CH2:9][C:10]1[CH:15]=[CH:14][C:13]([F:16])=[CH:12][C:11]=1[F:17].Br[CH2:21][C:22]1[N:23]=[CH:24][C:25]([C:28]([O:30][CH2:31][CH3:32])=[O:29])=[N:26][CH:27]=1.[H-].[Na+].C(O)(=O)C. Product: [Br:1][C:2]1[C:3](=[O:19])[N:4]([CH2:21][C:22]2[N:23]=[CH:24][C:25]([C:28]([O:30][CH2:31][CH3:32])=[O:29])=[N:26][CH:27]=2)[C:5]([CH3:18])=[CH:6][C:7]=1[O:8][CH2:9][C:10]1[CH:15]=[CH:14][C:13]([F:16])=[CH:12][C:11]=1[F:17]. The catalyst class is: 1.